This data is from Full USPTO retrosynthesis dataset with 1.9M reactions from patents (1976-2016). The task is: Predict the reactants needed to synthesize the given product. (1) Given the product [C:16]1([C:22]#[C:23][C:2]2[N:6]3[CH:7]=[CH:8][CH:9]=[CH:10][C:5]3=[N:4][C:3]=2[C:11]([O:13][CH2:14][CH3:15])=[O:12])[CH:21]=[CH:20][CH:19]=[CH:18][CH:17]=1, predict the reactants needed to synthesize it. The reactants are: I[C:2]1[N:6]2[CH:7]=[CH:8][CH:9]=[CH:10][C:5]2=[N:4][C:3]=1[C:11]([O:13][CH2:14][CH3:15])=[O:12].[C:16]1([C:22]#[CH:23])[CH:21]=[CH:20][CH:19]=[CH:18][CH:17]=1.C(N(CC)CC)C. (2) Given the product [CH3:1][O:2][C:3]1[CH:4]=[C:5]2[C:8](=[CH:9][C:10]=1[O:11][CH3:12])[C@@H:7]([CH2:13][N:14]([CH3:15])[CH2:16][CH2:17][NH2:18])[CH2:6]2, predict the reactants needed to synthesize it. The reactants are: [CH3:1][O:2][C:3]1[CH:4]=[C:5]2[C:8](=[CH:9][C:10]=1[O:11][CH3:12])[C@@H:7]([CH2:13][N:14]([CH2:16][C:17]#[N:18])[CH3:15])[CH2:6]2.[H-].[Al+3].[Li+].[H-].[H-].[H-].O.[OH-].[Na+].